This data is from Forward reaction prediction with 1.9M reactions from USPTO patents (1976-2016). The task is: Predict the product of the given reaction. (1) Given the reactants [CH:1](OCC)(OCC)OCC.[NH2:11][C:12]1[CH:17]=[CH:16][C:15]([CH:18]([CH3:22])[C:19]([OH:21])=[O:20])=[CH:14][CH:13]=1.[N-:23]=[N+:24]=[N-:25].[Na+].O, predict the reaction product. The product is: [N:11]1([C:12]2[CH:13]=[CH:14][C:15]([CH:18]([CH3:22])[C:19]([OH:21])=[O:20])=[CH:16][CH:17]=2)[CH:1]=[N:25][N:24]=[N:23]1. (2) Given the reactants Cl.Cl.[NH:3]1[CH:7]=[C:6]([CH2:8][CH2:9][NH2:10])[CH:5]=[N:4]1.[N:11]1[N:12]([C:16]2[CH:24]=[CH:23][CH:22]=[CH:21][C:17]=2[C:18](O)=[O:19])[N:13]=[CH:14][CH:15]=1, predict the reaction product. The product is: [NH:3]1[CH:7]=[C:6]([CH2:8][CH2:9][NH:10][C:18](=[O:19])[C:17]2[CH:21]=[CH:22][CH:23]=[CH:24][C:16]=2[N:12]2[N:13]=[CH:14][CH:15]=[N:11]2)[CH:5]=[N:4]1. (3) The product is: [CH3:22][Sn:23]([CH3:25])([CH3:24])[C:5]1[S:1][C:2]([C:6]2[S:7][CH:8]=[CH:9][CH:10]=2)=[CH:3][CH:4]=1. Given the reactants [S:1]1[CH:5]=[CH:4][CH:3]=[C:2]1[C:6]1[S:7][CH:8]=[CH:9][CH:10]=1.[Li]CCCC.CCCCCC.[CH3:22][Sn:23](Cl)([CH3:25])[CH3:24], predict the reaction product. (4) Given the reactants [Br:1][C:2]1[CH:23]=[C:22]2[C:5]([CH2:6][C:7]3([C:15]42[CH:19]=[C:18]([F:20])[C:17](=O)[NH:16]4)[CH2:12][CH2:11][CH:10]([O:13][CH3:14])[CH2:9][CH2:8]3)=[CH:4][CH:3]=1.P12(SP3(SP(SP(S3)(S1)=S)(=S)S2)=S)=S.[NH3:38].C(OO)(C)(C)C, predict the reaction product. The product is: [Br:1][C:2]1[CH:23]=[C:22]2[C:5]([CH2:6][C:7]3([C:15]42[CH:19]=[C:18]([F:20])[C:17]([NH2:38])=[N:16]4)[CH2:8][CH2:9][CH:10]([O:13][CH3:14])[CH2:11][CH2:12]3)=[CH:4][CH:3]=1. (5) The product is: [CH3:8][N:6]1[C:5](=[O:9])[C:4]([NH:10][C:11]2[CH:16]=[CH:15][C:14]([C:17]([N:19]3[CH2:24][CH2:23][O:22][CH2:21][C@H:20]3[CH3:25])=[O:18])=[CH:13][N:12]=2)=[CH:3][C:2]([B:26]([OH:30])[OH:27])=[CH:7]1. Given the reactants Br[C:2]1[CH:3]=[C:4]([NH:10][C:11]2[CH:16]=[CH:15][C:14]([C:17]([N:19]3[CH2:24][CH2:23][O:22][CH2:21][C@H:20]3[CH3:25])=[O:18])=[CH:13][N:12]=2)[C:5](=[O:9])[N:6]([CH3:8])[CH:7]=1.[B:26]1(B2OC(C)(C)C(C)(C)O2)[O:30]C(C)(C)C(C)(C)[O:27]1.CC(C1C=C(C(C)C)C(C2C=CC=CC=2P(C2CCCCC2)C2CCCCC2)=C(C(C)C)C=1)C.C([O-])(=O)C.[K+], predict the reaction product. (6) Given the reactants C(OC(=O)[NH:7][CH2:8][C@@H:9]1[CH2:11][C@H:10]1[C:12]1[CH:17]=[CH:16][CH:15]=[CH:14][C:13]=1[NH:18][C:19](=[O:26])[C:20]1[CH:25]=[CH:24][CH:23]=[CH:22][CH:21]=1)(C)(C)C.C(O)(C(F)(F)F)=O.[ClH:35].CCOCC, predict the reaction product. The product is: [ClH:35].[NH2:7][CH2:8][C@@H:9]1[CH2:11][C@H:10]1[C:12]1[CH:17]=[CH:16][CH:15]=[CH:14][C:13]=1[NH:18][C:19](=[O:26])[C:20]1[CH:21]=[CH:22][CH:23]=[CH:24][CH:25]=1. (7) Given the reactants [Cl:1][C:2]1[NH:6][C:5](C(O)=O)=[CH:4][C:3]=1[N+:10]([O-:12])=[O:11], predict the reaction product. The product is: [Cl:1][C:2]1[NH:6][CH:5]=[CH:4][C:3]=1[N+:10]([O-:12])=[O:11]. (8) Given the reactants [Li+].[CH3:2][Si]([N-][Si](C)(C)C)(C)C.[CH:11]([Si:14]([CH:31]([CH3:33])[CH3:32])([CH:28]([CH3:30])[CH3:29])[O:15][CH2:16][C:17]1[CH:22]=[CH:21][C:20]([CH2:23][C:24]([O:26][CH3:27])=[O:25])=[CH:19][CH:18]=1)([CH3:13])[CH3:12].Br[C:35]1[C:36](C)=[C:37]2[C:42](=[O:43])[NH:41][C:39](=[O:40])[C:38]2=[CH:44][CH:45]=1, predict the reaction product. The product is: [O:43]=[C:42]1[C:37]2[C:38](=[CH:44][CH:45]=[CH:35][CH:36]=2)[C:39](=[O:40])[N:41]1[CH2:2][CH:23]([C:20]1[CH:21]=[CH:22][C:17]([CH2:16][O:15][Si:14]([CH:11]([CH3:12])[CH3:13])([CH:28]([CH3:30])[CH3:29])[CH:31]([CH3:33])[CH3:32])=[CH:18][CH:19]=1)[C:24]([O:26][CH3:27])=[O:25]. (9) Given the reactants C([Li])(C)(C)C.[Cl:6][C:7]1[CH:12]=[CH:11][C:10]([Cl:13])=[CH:9][N:8]=1.[N:14]1[CH:19]=[CH:18][C:17]([CH:20]=[O:21])=[CH:16][CH:15]=1.O, predict the reaction product. The product is: [Cl:13][C:10]1[C:9]([CH:20]([C:17]2[CH:18]=[CH:19][N:14]=[CH:15][CH:16]=2)[OH:21])=[N:8][C:7]([Cl:6])=[CH:12][CH:11]=1. (10) The product is: [Cl:1][C:2]1[N:3]=[N:4][C:5]([Cl:11])=[CH:6][C:7]=1[C:8]([Cl:14])=[O:9]. Given the reactants [Cl:1][C:2]1[N:3]=[N:4][C:5]([Cl:11])=[CH:6][C:7]=1[C:8](O)=[O:9].O=S(Cl)[Cl:14], predict the reaction product.